This data is from Reaction yield outcomes from USPTO patents with 853,638 reactions. The task is: Predict the reaction yield, written as a fraction of the theoretical maximum amount of product (1.0 means a 100% yield; for example, 0.34 means a 34% yield). (1) The reactants are [C:1](Cl)(Cl)=[S:2].[CH3:5][O:6][C:7]1[N:12]=[CH:11][C:10]([NH2:13])=[C:9]([CH3:14])[CH:8]=1. The catalyst is O1CCCC1.C(=O)([O-])O.[Na+]. The product is [N:13]([C:10]1[C:9]([CH3:14])=[CH:8][C:7]([O:6][CH3:5])=[N:12][CH:11]=1)=[C:1]=[S:2]. The yield is 0.590. (2) The reactants are [C:1]([CH2:3][C:4]1[C:12]2[C:7](=[CH:8][CH:9]=[CH:10][CH:11]=2)[NH:6][CH:5]=1)#[N:2].[O-]CC.[Na+].[Br:17][C:18]1[CH:19]=[N:20][CH:21]=[C:22]([CH:24]=O)[CH:23]=1. The catalyst is C(O)C. The product is [Br:17][C:18]1[CH:23]=[C:22](/[CH:24]=[C:3](/[C:4]2[C:12]3[C:7](=[CH:8][CH:9]=[CH:10][CH:11]=3)[NH:6][CH:5]=2)\[C:1]#[N:2])[CH:21]=[N:20][CH:19]=1. The yield is 0.160. (3) The reactants are Br[C:2]1[C:7]2[O:8][C:9]([F:12])([F:11])[O:10][C:6]=2[C:5]([C:13]([NH:15][S:16]([C:19]2[CH:24]=[CH:23][CH:22]=[CH:21][C:20]=2[S:25](=[O:28])(=[O:27])[NH2:26])(=[O:18])=[O:17])=[O:14])=[CH:4][CH:3]=1.[CH:29]1([C:32]#[C+:33])[CH2:31][CH2:30]1. No catalyst specified. The product is [CH:29]1([C:32]#[C:33][C:2]2[C:7]3[O:8][C:9]([F:11])([F:12])[O:10][C:6]=3[C:5]([C:13]([NH:15][S:16]([C:19]3[CH:24]=[CH:23][CH:22]=[CH:21][C:20]=3[S:25](=[O:27])(=[O:28])[NH2:26])(=[O:17])=[O:18])=[O:14])=[CH:4][CH:3]=2)[CH2:31][CH2:30]1. The yield is 0.200. (4) The reactants are [Br:1][C:2]1[C:15]2[C:16]3=[C:17]4[C:12](=[CH:13][CH:14]=2)[CH:11]=[CH:10][CH:9]=[C:8]4[CH:7]=[CH:6][C:5]3=[CH:4][CH:3]=1.[C:18](Br)([CH3:21])([CH3:20])[CH3:19].[Br-].[Al+3].[Br-].[Br-].C(O)C.C(N(CC)CC)C. No catalyst specified. The product is [Br:1][C:2]1[C:15]2[C:16]3=[C:17]4[C:12](=[CH:13][CH:14]=2)[CH:11]=[C:10]([C:18]([CH3:21])([CH3:20])[CH3:19])[CH:9]=[C:8]4[CH:7]=[CH:6][C:5]3=[CH:4][CH:3]=1. The yield is 0.627. (5) The reactants are O1CCCC1.[F-].[CH2:7]([N+:11](CCCC)(CCCC)CCCC)CCC.C(#N)C.Br[CH2:28][C:29]1[CH:34]=[C:33]([CH:35]([S:44][C:45]2[CH:50]=[CH:49][C:48]([Cl:51])=[CH:47][CH:46]=2)[C:36]2[CH:41]=[C:40]([F:42])[CH:39]=[CH:38][C:37]=2[F:43])[C:32]([Cl:52])=[CH:31][N:30]=1. The catalyst is CCCCCC. The product is [Cl:52][C:32]1[C:33]([CH:35]([S:44][C:45]2[CH:50]=[CH:49][C:48]([Cl:51])=[CH:47][CH:46]=2)[C:36]2[CH:41]=[C:40]([F:42])[CH:39]=[CH:38][C:37]=2[F:43])=[CH:34][C:29]([CH2:28][C:7]#[N:11])=[N:30][CH:31]=1. The yield is 0.850. (6) The catalyst is N1C=CC=CC=1. The reactants are [NH2:1][C:2]1[CH:7]=[C:6]([Cl:8])[CH:5]=[CH:4][C:3]=1[S:9][CH2:10][CH2:11][C:12]([N:14]([CH3:16])[CH3:15])=[O:13].[Cl:17][C:18]1[CH:23]=[CH:22][C:21]([S:24](Cl)(=[O:26])=[O:25])=[C:20]([F:28])[CH:19]=1. The yield is 0.750. The product is [Cl:8][C:6]1[CH:5]=[CH:4][C:3]([S:9][CH2:10][CH2:11][C:12]([N:14]([CH3:15])[CH3:16])=[O:13])=[C:2]([NH:1][S:24]([C:21]2[CH:22]=[CH:23][C:18]([Cl:17])=[CH:19][C:20]=2[F:28])(=[O:26])=[O:25])[CH:7]=1. (7) The reactants are [CH3:1][S:2]([C:5]1[CH:10]=[CH:9][CH:8]=[C:7]([C:11]([F:14])([F:13])[F:12])[CH:6]=1)(=[O:4])=[O:3].[N+:15]([O-])([OH:17])=[O:16]. The catalyst is S(=O)(=O)(O)O. The product is [CH3:1][S:2]([C:5]1[CH:6]=[C:7]([C:11]([F:12])([F:13])[F:14])[CH:8]=[C:9]([N+:15]([O-:17])=[O:16])[CH:10]=1)(=[O:4])=[O:3]. The yield is 0.400.